Dataset: Peptide-MHC class I binding affinity with 185,985 pairs from IEDB/IMGT. Task: Regression. Given a peptide amino acid sequence and an MHC pseudo amino acid sequence, predict their binding affinity value. This is MHC class I binding data. (1) The peptide sequence is GPFQSFVS. The MHC is H-2-Kb with pseudo-sequence H-2-Kb. The binding affinity (normalized) is 0.647. (2) The peptide sequence is AQIGIFAPV. The MHC is HLA-B27:20 with pseudo-sequence HLA-B27:20. The binding affinity (normalized) is 0.851. (3) The peptide sequence is TTLLNETAK. The MHC is HLA-A03:01 with pseudo-sequence HLA-A03:01. The binding affinity (normalized) is 0.510.